Dataset: Reaction yield outcomes from USPTO patents with 853,638 reactions. Task: Predict the reaction yield, written as a fraction of the theoretical maximum amount of product (1.0 means a 100% yield; for example, 0.34 means a 34% yield). (1) The reactants are [C:1]([C:4]1[CH:12]=[CH:11][C:7]([C:8]([OH:10])=[O:9])=[CH:6][CH:5]=1)(=[O:3])[CH3:2].Cl.[CH3:14]O. No catalyst specified. The product is [C:1]([C:4]1[CH:12]=[CH:11][C:7]([C:8]([O:10][CH3:14])=[O:9])=[CH:6][CH:5]=1)(=[O:3])[CH3:2]. The yield is 0.740. (2) The reactants are ClC1C(CN2C(=O)N3C=CC(C4C=CC(Cl)=CC=4)=C(C4C=CN=CC=4)C3=N2)=CC=C(C(F)(F)F)N=1.[OH-].[NH4+].[Cl:38][C:39]1[CH:44]=[CH:43][C:42]([C:45]2[CH:50]=[CH:49][N:48]3[C:51](=[O:67])[N:52]([CH2:54][C:55]4[C:56]([NH:65]C)=[N:57][C:58]([C:61]([F:64])([F:63])[F:62])=[CH:59][CH:60]=4)[N:53]=[C:47]3[C:46]=2[C:68]2[CH:73]=[CH:72][N:71]=[CH:70][CH:69]=2)=[CH:41][CH:40]=1. No catalyst specified. The product is [NH2:65][C:56]1[C:55]([CH2:54][N:52]2[C:51](=[O:67])[N:48]3[CH:49]=[CH:50][C:45]([C:42]4[CH:43]=[CH:44][C:39]([Cl:38])=[CH:40][CH:41]=4)=[C:46]([C:68]4[CH:73]=[CH:72][N:71]=[CH:70][CH:69]=4)[C:47]3=[N:53]2)=[CH:60][CH:59]=[C:58]([C:61]([F:64])([F:63])[F:62])[N:57]=1. The yield is 0.330. (3) The product is [NH2:16][C:13]1[CH:12]=[CH:11][C:10]([C:8]([N:5]2[CH2:4][CH2:3][N:2]([CH3:1])[CH2:7][CH2:6]2)=[O:9])=[CH:15][CH:14]=1. The catalyst is CO.[Pd]. The yield is 0.890. The reactants are [CH3:1][N:2]1[CH2:7][CH2:6][N:5]([C:8]([C:10]2[CH:15]=[CH:14][C:13]([N+:16]([O-])=O)=[CH:12][CH:11]=2)=[O:9])[CH2:4][CH2:3]1. (4) The reactants are [OH:1][C:2]1[C:11]2[C:6](=[CH:7][CH:8]=[CH:9][CH:10]=2)[O:5][C:4](=[O:12])[CH:3]=1.C(N(CC)CC)C.[C:20]1([CH3:30])[CH:25]=[CH:24][C:23]([S:26](Cl)(=[O:28])=[O:27])=[CH:22][CH:21]=1. The catalyst is C1COCC1. The product is [O:12]=[C:4]1[CH:3]=[C:2]([O:1][S:26]([C:23]2[CH:24]=[CH:25][C:20]([CH3:30])=[CH:21][CH:22]=2)(=[O:28])=[O:27])[C:11]2[CH:10]=[CH:9][CH:8]=[CH:7][C:6]=2[O:5]1. The yield is 0.790. (5) The reactants are [C:1]([CH2:3][C:4]1([N:24]2[CH:28]=[C:27]([C:29]3[C:30]4[CH:37]=[CH:36][N:35](COCC[Si](C)(C)C)[C:31]=4[N:32]=[CH:33][N:34]=3)[CH:26]=[N:25]2)[CH2:7][N:6]([C:8]2[C:21]([F:22])=[CH:20][C:11]([C:12]([NH:14][C@@H:15]([CH:17]3[CH2:19][CH2:18]3)[CH3:16])=[O:13])=[C:10]([F:23])[CH:9]=2)[CH2:5]1)#[N:2].FC(F)(F)C(O)=O. The catalyst is C(Cl)Cl. The product is [C:1]([CH2:3][C:4]1([N:24]2[CH:28]=[C:27]([C:29]3[C:30]4[CH:37]=[CH:36][NH:35][C:31]=4[N:32]=[CH:33][N:34]=3)[CH:26]=[N:25]2)[CH2:7][N:6]([C:8]2[C:21]([F:22])=[CH:20][C:11]([C:12]([NH:14][C@@H:15]([CH:17]3[CH2:18][CH2:19]3)[CH3:16])=[O:13])=[C:10]([F:23])[CH:9]=2)[CH2:5]1)#[N:2]. The yield is 0.240. (6) The reactants are [F:1][C:2]1[CH:7]=[CH:6][C:5]([C:8]2[C:16]3[C:11](=[CH:12][CH:13]=[C:14]([C:17](=O)[CH3:18])[CH:15]=3)[NH:10][N:9]=2)=[CH:4][CH:3]=1.[NH2:20][C:21]([NH2:23])=[NH:22].C[O-].[Na+].F[C:28](F)(F)C(O)=O. The catalyst is CC#N.O.CO. The product is [F:1][C:2]1[CH:7]=[CH:6][C:5]([C:8]2[C:16]3[C:11](=[CH:12][CH:13]=[C:14]([C:17]4[CH:18]=[CH:28][N:20]=[C:21]([NH2:23])[N:22]=4)[CH:15]=3)[NH:10][N:9]=2)=[CH:4][CH:3]=1. The yield is 0.0300. (7) The product is [NH2:1][C:2]1[C:7]([C:8]([C:10]2[C:15]([O:16][CH3:17])=[CH:14][CH:13]=[C:12]([F:18])[C:11]=2[F:19])=[O:9])=[CH:6][N:5]=[C:4]([S:20]([CH2:21][CH3:22])=[O:28])[N:3]=1. The reactants are [NH2:1][C:2]1[C:7]([C:8]([C:10]2[C:15]([O:16][CH3:17])=[CH:14][CH:13]=[C:12]([F:18])[C:11]=2[F:19])=[O:9])=[CH:6][N:5]=[C:4]([S:20][CH2:21][CH3:22])[N:3]=1.ClC1C=C(C=CC=1)C(OO)=[O:28].CCCCCC. The yield is 1.00. The catalyst is ClCCl.